The task is: Predict the reaction yield, written as a fraction of the theoretical maximum amount of product (1.0 means a 100% yield; for example, 0.34 means a 34% yield).. This data is from Reaction yield outcomes from USPTO patents with 853,638 reactions. (1) The product is [Cl:35][C:29]1[C:30]([Cl:34])=[CH:31][CH:32]=[CH:33][C:28]=1[N:25]1[CH2:24][CH2:23][N:22]([CH2:21][CH2:20][O:19][C:13]2[N:12]=[C:11]3[C:16]([CH:17]=[CH:18][C:9](=[O:8])[NH:10]3)=[CH:15][CH:14]=2)[CH2:27][CH2:26]1. The reactants are C([O:8][C:9]1[CH:18]=[CH:17][C:16]2[C:11](=[N:12][C:13]([O:19][CH2:20][CH2:21][N:22]3[CH2:27][CH2:26][N:25]([C:28]4[CH:33]=[CH:32][CH:31]=[C:30]([Cl:34])[C:29]=4[Cl:35])[CH2:24][CH2:23]3)=[CH:14][CH:15]=2)[N:10]=1)C1C=CC=CC=1. The catalyst is CO.[Pd]. The yield is 0.560. (2) The reactants are [CH3:1][O:2][CH:3]([O:6][CH3:7])[CH:4]=O.[O:8]=[C:9]([CH:11](P(=O)(OCC)OCC)[CH2:12][CH2:13][CH2:14][CH2:15][CH3:16])[CH3:10]. No catalyst specified. The product is [CH3:7][O:6][CH:3]([O:2][CH3:1])/[CH:4]=[C:11](\[CH2:12][CH2:13][CH2:14][CH2:15][CH3:16])/[C:9](=[O:8])[CH3:10]. The yield is 0.300. (3) The product is [CH:4]12[CH2:3][CH:2]1[CH2:1][N:7]([C:28]([C:24]1[C:23]([CH3:31])=[C:22]([C:19]3[CH:18]=[CH:17][C:16]([Cl:15])=[CH:21][CH:20]=3)[N:26]([CH3:27])[CH:25]=1)=[O:30])[CH2:5]2. The yield is 0.740. The catalyst is CN(C=O)C.O. The reactants are [CH:1]1[CH:2]=[CH:3][C:4]2N(O)N=[N:7][C:5]=2C=1.C(Cl)CCl.[Cl:15][C:16]1[CH:21]=[CH:20][C:19]([C:22]2[N:26]([CH3:27])[CH:25]=[C:24]([C:28]([OH:30])=O)[C:23]=2[CH3:31])=[CH:18][CH:17]=1.Cl.C12CC1CNC2.C(N(CC)CC)C. (4) The reactants are Cl[C:2]1[N:7]=[C:6]([C:8]([NH2:10])=[O:9])[CH:5]=[C:4]([N:11]([CH2:16][CH:17]2[CH2:21][O:20][C:19]([CH3:23])([CH3:22])[O:18]2)[S:12]([CH3:15])(=[O:14])=[O:13])[N:3]=1.[F:24][C:25]1[CH:46]=[CH:45][C:28]([O:29][C:30]2[CH:35]=[CH:34][C:33](B3OC(C)(C)C(C)(C)O3)=[CH:32][CH:31]=2)=[CH:27][CH:26]=1.C([O-])([O-])=O.[Na+].[Na+]. The catalyst is O1CCOCC1.C1C=CC(P(C2C=CC=CC=2)[C-]2C=CC=C2)=CC=1.C1C=CC(P(C2C=CC=CC=2)[C-]2C=CC=C2)=CC=1.Cl[Pd]Cl.[Fe+2]. The product is [CH3:22][C:19]1([CH3:23])[O:18][CH:17]([CH2:16][N:11]([C:4]2[N:3]=[C:2]([C:33]3[CH:32]=[CH:31][C:30]([O:29][C:28]4[CH:27]=[CH:26][C:25]([F:24])=[CH:46][CH:45]=4)=[CH:35][CH:34]=3)[N:7]=[C:6]([C:8]([NH2:10])=[O:9])[CH:5]=2)[S:12]([CH3:15])(=[O:14])=[O:13])[CH2:21][O:20]1. The yield is 0.800. (5) The reactants are [CH2:1]([O:8][CH2:9][CH2:10][N:11]1[C:16](=[O:17])[CH:15]=[N:14][NH:13][C:12]1=[O:18])[C:2]1[CH:7]=[CH:6][CH:5]=[CH:4][CH:3]=1.[H-].[Na+].Br[CH2:22][CH2:23][CH2:24][CH2:25][Cl:26]. The catalyst is CN(C=O)C.O. The product is [CH2:1]([O:8][CH2:9][CH2:10][N:11]1[C:16](=[O:17])[CH:15]=[N:14][N:13]([CH2:22][CH2:23][CH2:24][CH2:25][Cl:26])[C:12]1=[O:18])[C:2]1[CH:7]=[CH:6][CH:5]=[CH:4][CH:3]=1. The yield is 0.730. (6) The reactants are [F:1][C:2]1[CH:7]=[CH:6][C:5]([N:8]2[C:12]([CH2:13][OH:14])=[C:11]([CH3:15])[N:10]=[N:9]2)=[CH:4][CH:3]=1.O[C:17]1[N:22]=[CH:21][C:20]2[C:23](=[O:29])[N:24]([CH:26]([CH3:28])[CH3:27])[CH2:25][C:19]=2[CH:18]=1.C1(P(C2C=CC=CC=2)C2C=CC=CC=2)C=CC=CC=1.N(C(OCC)=O)=NC(OCC)=O. The catalyst is C1COCC1. The product is [F:1][C:2]1[CH:3]=[CH:4][C:5]([N:8]2[C:12]([CH2:13][O:14][C:17]3[N:22]=[CH:21][C:20]4[C:23](=[O:29])[N:24]([CH:26]([CH3:27])[CH3:28])[CH2:25][C:19]=4[CH:18]=3)=[C:11]([CH3:15])[N:10]=[N:9]2)=[CH:6][CH:7]=1. The yield is 0.310. (7) The reactants are [CH3:1][C:2]1[CH:7]=[C:6]([C:8]([CH:10]([CH3:12])[CH3:11])=[O:9])[C:5]([CH3:13])=[CH:4][C:3]=1[NH:14][C:15]([CH2:17][NH:18][C:19]1[CH:26]=[CH:25][C:22]([C:23]#[N:24])=[CH:21][CH:20]=1)=[O:16].Cl.C([O-])(=O)C.[NH4+:32]. The catalyst is C(O)C. The product is [CH3:1][C:2]1[CH:7]=[C:6]([C:8]([CH:10]([CH3:12])[CH3:11])=[O:9])[C:5]([CH3:13])=[CH:4][C:3]=1[NH:14][C:15]([CH2:17][NH:18][C:19]1[CH:20]=[CH:21][C:22]([C:23]([NH2:32])=[NH:24])=[CH:25][CH:26]=1)=[O:16]. The yield is 0.300. (8) The reactants are [CH3:1][O:2][C:3]1[CH:4]=[C:5]([CH:32]=[CH:33][CH:34]=1)[C:6]([NH:8][C:9]1[CH:25]=[CH:24][C:12]([O:13][CH2:14][CH2:15][NH:16][C:17](=[O:23])[O:18][C:19](Cl)(Cl)Cl)=[C:11]([C:26]2[N:30]([CH3:31])[N:29]=[CH:28][CH:27]=2)[CH:10]=1)=[O:7].[CH3:35][N:36]([CH3:40])[CH2:37]CO.[O-2].[Mg+2]. The catalyst is C(OCC)(=O)C. The product is [CH3:35][N:36]([CH3:40])[CH2:37][CH2:19][O:18][C:17](=[O:23])[NH:16][CH2:15][CH2:14][O:13][C:12]1[CH:24]=[CH:25][C:9]([NH:8][C:6](=[O:7])[C:5]2[CH:32]=[CH:33][CH:34]=[C:3]([O:2][CH3:1])[CH:4]=2)=[CH:10][C:11]=1[C:26]1[N:30]([CH3:31])[N:29]=[CH:28][CH:27]=1. The yield is 0.313. (9) The reactants are [CH3:1][O:2][C:3]([C:5]1[N:6]=[CH:7][C:8]([N:11]2[CH2:16][CH2:15][N:14]([C:17]3[N:18]=[N:19][C:20](Cl)=[C:21]([CH3:24])[C:22]=3[CH3:23])[CH2:13][C@H:12]2[CH3:26])=[N:9][CH:10]=1)=[O:4].CC(C([CH2:35][C:36]1[CH:41]=[CH:40][CH:39]=[CH:38][N:37]=1)(O)C(C)C)C.C(=O)([O-])[O-].[Cs+].[Cs+].C1(P(C2CCCCC2)C2CCCCC2)CCCCC1. The catalyst is [O-]S(C(F)(F)F)(=O)=O.[Pd+2].[O-]S(C(F)(F)F)(=O)=O.C1(C)C=CC=CC=1. The product is [CH3:1][O:2][C:3]([C:5]1[N:6]=[CH:7][C:8]([N:11]2[CH2:16][CH2:15][N:14]([C:17]3[N:18]=[N:19][C:20]([CH2:35][C:36]4[CH:41]=[CH:40][CH:39]=[CH:38][N:37]=4)=[C:21]([CH3:24])[C:22]=3[CH3:23])[CH2:13][C@H:12]2[CH3:26])=[N:9][CH:10]=1)=[O:4]. The yield is 0.0540. (10) The reactants are [F:1][C:2]1[CH:7]=[CH:6][C:5]([C:8]2[N:9]=[C:10]3[N:14]([C:15]=2[C:16]2[CH:21]=[CH:20][N:19]=[C:18]([NH:22][CH:23]4[CH2:28][CH2:27][N:26](C(OC(C)(C)C)=O)[CH2:25][CH2:24]4)[N:17]=2)[CH:13]=[CH:12][S:11]3)=[CH:4][C:3]=1[O:36][CH3:37].[ClH:38]. The catalyst is O1CCOCC1.CCOCC. The product is [ClH:38].[F:1][C:2]1[CH:7]=[CH:6][C:5]([C:8]2[N:9]=[C:10]3[N:14]([C:15]=2[C:16]2[CH:21]=[CH:20][N:19]=[C:18]([NH:22][CH:23]4[CH2:24][CH2:25][NH:26][CH2:27][CH2:28]4)[N:17]=2)[CH:13]=[CH:12][S:11]3)=[CH:4][C:3]=1[O:36][CH3:37]. The yield is 0.960.